This data is from Catalyst prediction with 721,799 reactions and 888 catalyst types from USPTO. The task is: Predict which catalyst facilitates the given reaction. (1) Reactant: O[CH2:2][C:3]1[CH:8]=[CH:7][C:6]([CH2:9][N:10]([CH2:18][C:19]2[CH:24]=[CH:23][CH:22]=[CH:21][N:20]=2)[C:11](=[O:17])[O:12][C:13]([CH3:16])([CH3:15])[CH3:14])=[CH:5][CH:4]=1.C1(P(C2C=CC=CC=2)C2C=CC=CC=2)C=CC=CC=1.[Cl:44]CC1CCN(C(OC(C)(C)C)=O)CC1. Product: [Cl:44][CH2:2][C:3]1[CH:8]=[CH:7][C:6]([CH2:9][N:10]([CH2:18][C:19]2[CH:24]=[CH:23][CH:22]=[CH:21][N:20]=2)[C:11](=[O:17])[O:12][C:13]([CH3:16])([CH3:15])[CH3:14])=[CH:5][CH:4]=1. The catalyst class is: 53. (2) Reactant: [N+:1]([C:4]1[CH:12]=[CH:11][CH:10]=[C:9]2[C:5]=1[CH:6]([CH2:14][C:15]([O:17][CH2:18][CH3:19])=[O:16])[C:7](=[O:13])[NH:8]2)([O-])=O. Product: [NH2:1][C:4]1[CH:12]=[CH:11][CH:10]=[C:9]2[C:5]=1[CH:6]([CH2:14][C:15]([O:17][CH2:18][CH3:19])=[O:16])[C:7](=[O:13])[NH:8]2. The catalyst class is: 19.